This data is from Peptide-MHC class I binding affinity with 185,985 pairs from IEDB/IMGT. The task is: Regression. Given a peptide amino acid sequence and an MHC pseudo amino acid sequence, predict their binding affinity value. This is MHC class I binding data. (1) The peptide sequence is ASEELMDKY. The MHC is HLA-B15:01 with pseudo-sequence HLA-B15:01. The binding affinity (normalized) is 0.0847. (2) The peptide sequence is WKDVTPNY. The MHC is Mamu-A02 with pseudo-sequence Mamu-A02. The binding affinity (normalized) is 0. (3) The peptide sequence is GDPEVTFMWT. The MHC is Mamu-A01 with pseudo-sequence Mamu-A01. The binding affinity (normalized) is 0. (4) The peptide sequence is TMLYNKMEF. The MHC is HLA-A02:19 with pseudo-sequence HLA-A02:19. The binding affinity (normalized) is 0.213. (5) The peptide sequence is AAVKAGASI. The MHC is HLA-C03:03 with pseudo-sequence HLA-C03:03. The binding affinity (normalized) is 1.00. (6) The peptide sequence is KVCYNAVLT. The MHC is H-2-Kd with pseudo-sequence H-2-Kd. The binding affinity (normalized) is 0. (7) The peptide sequence is RQADILRQF. The MHC is HLA-B39:01 with pseudo-sequence HLA-B39:01. The binding affinity (normalized) is 0.0847.